This data is from Peptide-MHC class I binding affinity with 185,985 pairs from IEDB/IMGT. The task is: Regression. Given a peptide amino acid sequence and an MHC pseudo amino acid sequence, predict their binding affinity value. This is MHC class I binding data. (1) The peptide sequence is LLLIALWNL. The MHC is HLA-B45:01 with pseudo-sequence HLA-B45:01. The binding affinity (normalized) is 0.0604. (2) The peptide sequence is GQISVQPTF. The MHC is HLA-A29:02 with pseudo-sequence HLA-A29:02. The binding affinity (normalized) is 0.147. (3) The peptide sequence is WTALMFAAY. The MHC is HLA-B15:09 with pseudo-sequence HLA-B15:09. The binding affinity (normalized) is 0.0847. (4) The peptide sequence is YLAPSYRNF. The MHC is HLA-A02:06 with pseudo-sequence HLA-A02:06. The binding affinity (normalized) is 0.0847. (5) The peptide sequence is LLPDALLFTL. The MHC is HLA-A68:02 with pseudo-sequence HLA-A68:02. The binding affinity (normalized) is 0.497. (6) The peptide sequence is TVIDLDPIPY. The binding affinity (normalized) is 0.321. The MHC is HLA-A01:01 with pseudo-sequence HLA-A01:01.